Dataset: Forward reaction prediction with 1.9M reactions from USPTO patents (1976-2016). Task: Predict the product of the given reaction. (1) Given the reactants Cl[C:2]1[C:3]2[C:10]([C:11]3[CH:16]=[CH:15][C:14]([Cl:17])=[CH:13][CH:12]=3)=[CH:9][S:8][C:4]=2[N:5]=[CH:6][N:7]=1.[N:18]1([C:24]([O:26][C:27]([CH3:30])([CH3:29])[CH3:28])=[O:25])[CH2:23][CH2:22][NH:21][CH2:20][CH2:19]1.C(NC(C)C)(C)C, predict the reaction product. The product is: [Cl:17][C:14]1[CH:15]=[CH:16][C:11]([C:10]2[C:3]3[C:2]([N:21]4[CH2:20][CH2:19][N:18]([C:24]([O:26][C:27]([CH3:30])([CH3:29])[CH3:28])=[O:25])[CH2:23][CH2:22]4)=[N:7][CH:6]=[N:5][C:4]=3[S:8][CH:9]=2)=[CH:12][CH:13]=1. (2) Given the reactants [CH3:1][O:2][C:3]([C@H:5]1[CH2:10][CH2:9][C@H:8]([CH2:11][NH:12][C:13]2[C:18]([N+:19]([O-])=O)=[CH:17][N:16]=[C:15]([N:22]([CH2:24][CH2:25][O:26][CH3:27])[CH3:23])[N:14]=2)[CH2:7][CH2:6]1)=[O:4].Cl[C:29](Cl)([O:31]C(=O)OC(Cl)(Cl)Cl)Cl.O, predict the reaction product. The product is: [CH3:1][O:2][C:3]([C@H:5]1[CH2:10][CH2:9][C@H:8]([CH2:11][N:12]2[C:29](=[O:31])[NH:19][C:18]3[C:13]2=[N:14][C:15]([N:22]([CH2:24][CH2:25][O:26][CH3:27])[CH3:23])=[N:16][CH:17]=3)[CH2:7][CH2:6]1)=[O:4]. (3) Given the reactants [Cl:1][C:2]1[CH:3]=[C:4]([NH:13][CH2:14][CH:15]2[CH2:20][CH2:19][O:18][CH2:17][CH2:16]2)[C:5]([CH3:12])=[C:6]([CH:11]=1)[C:7]([O:9][CH3:10])=[O:8].[C:21](=O)([O-])[O-].[Cs+].[Cs+].CI, predict the reaction product. The product is: [Cl:1][C:2]1[CH:3]=[C:4]([N:13]([CH3:21])[CH2:14][CH:15]2[CH2:20][CH2:19][O:18][CH2:17][CH2:16]2)[C:5]([CH3:12])=[C:6]([CH:11]=1)[C:7]([O:9][CH3:10])=[O:8]. (4) Given the reactants [Cl:1][C:2]1[C:3]([C:18]([F:21])([F:20])[F:19])=[N:4][C:5]2[C:10]([N:11]=1)=[CH:9][C:8]([C:12]([NH:14][CH2:15][C:16]#[CH:17])=[O:13])=[CH:7][CH:6]=2.OS(C(F)(F)F)(=O)=O, predict the reaction product. The product is: [Cl:1][C:2]1[C:3]([C:18]([F:20])([F:19])[F:21])=[N:4][C:5]2[C:10]([N:11]=1)=[CH:9][C:8]([C:12]1[O:13][C:16]([CH3:17])=[CH:15][N:14]=1)=[CH:7][CH:6]=2.